Predict the product of the given reaction. From a dataset of Forward reaction prediction with 1.9M reactions from USPTO patents (1976-2016). Given the reactants [CH2:1]([O:8][C:9]1[CH:17]=[C:16]2[C:12]([C:13](/[CH:24]=[CH:25]/[C:26]([O:28][CH2:29][CH3:30])=[O:27])=[N:14][N:15]2[CH:18]2[CH2:23][CH2:22][CH2:21][CH2:20][O:19]2)=[CH:11][CH:10]=1)[C:2]1[CH:7]=[CH:6][CH:5]=[CH:4][CH:3]=1.C([O-])(=O)C.[Na+].C(=O)(O)[O-].[Na+], predict the reaction product. The product is: [CH2:1]([O:8][C:9]1[CH:17]=[C:16]2[C:12]([C:13]([CH2:24][CH2:25][C:26]([O:28][CH2:29][CH3:30])=[O:27])=[N:14][N:15]2[CH:18]2[CH2:23][CH2:22][CH2:21][CH2:20][O:19]2)=[CH:11][CH:10]=1)[C:2]1[CH:3]=[CH:4][CH:5]=[CH:6][CH:7]=1.